Predict the reaction yield, written as a fraction of the theoretical maximum amount of product (1.0 means a 100% yield; for example, 0.34 means a 34% yield). From a dataset of Reaction yield outcomes from USPTO patents with 853,638 reactions. (1) The reactants are [CH2:1]([N:8]1[CH2:13][CH2:12][N:11]([CH2:14][C:15]2[CH:20]=[CH:19][CH:18]=[CH:17][CH:16]=2)[CH2:10][C@@H:9]1[CH:21]=[CH2:22])[C:2]1[CH:7]=[CH:6][CH:5]=[CH:4][CH:3]=1.C12BC(CCC1)CCC2.[OH-:32].[Na+].OO.Cl. The catalyst is O.CC(OC)(C)C.CCCCCCC.C1COCC1. The product is [CH2:1]([N:8]1[CH2:13][CH2:12][N:11]([CH2:14][C:15]2[CH:20]=[CH:19][CH:18]=[CH:17][CH:16]=2)[CH2:10][C@@H:9]1[CH2:21][CH2:22][OH:32])[C:2]1[CH:3]=[CH:4][CH:5]=[CH:6][CH:7]=1. The yield is 0.990. (2) The reactants are [CH3:1][O:2][C:3](=[O:12])[C:4]1[CH:9]=[CH:8][C:7]([CH3:10])=[CH:6][C:5]=1[OH:11].C1C(=O)N([Br:20])C(=O)C1. The catalyst is C(Cl)(Cl)(Cl)Cl.C(OOC(=O)C1C=CC=CC=1)(=O)C1C=CC=CC=1. The product is [CH3:1][O:2][C:3](=[O:12])[C:4]1[CH:9]=[CH:8][C:7]([CH2:10][Br:20])=[CH:6][C:5]=1[OH:11]. The yield is 0.530. (3) The catalyst is CCOCC.O.C(Cl)Cl. The reactants are [CH2:1]([C@H:3]1[C@@H:7]([C:8]2[N:12]3[C:13]4[CH:19]=[CH:18][N:17]([S:20]([C:23]5[CH:29]=[CH:28][C:26]([CH3:27])=[CH:25][CH:24]=5)(=[O:22])=[O:21])[C:14]=4[N:15]=[CH:16][C:11]3=[N:10][CH:9]=2)[CH2:6][N:5](C(OCC2C=CC=CC=2)=O)[CH2:4]1)[CH3:2].Br. The yield is 0.610. The product is [CH2:1]([C@H:3]1[CH2:4][NH:5][CH2:6][C@H:7]1[C:8]1[N:12]2[C:13]3[CH:19]=[CH:18][N:17]([S:20]([C:23]4[CH:24]=[CH:25][C:26]([CH3:27])=[CH:28][CH:29]=4)(=[O:21])=[O:22])[C:14]=3[N:15]=[CH:16][C:11]2=[N:10][CH:9]=1)[CH3:2]. (4) The reactants are CON(C)[C:4]([C:6]1[N:7]=[N:8][CH:9]=[CH:10][CH:11]=1)=[O:5].[CH3:13]OC1C=CC(P2(SP(C3C=CC(OC)=CC=3)(=S)S2)=S)=CC=1. No catalyst specified. The product is [N:8]1[CH:9]=[CH:10][CH:11]=[C:6]([CH:4]([OH:5])[CH3:13])[N:7]=1. The yield is 0.500. (5) The reactants are [CH3:1][CH:2]([CH2:7][C:8]([CH3:11])([CH3:10])[CH3:9])[CH2:3][PH:4](=[O:6])[OH:5].[CH2:12]([OH:23])[CH2:13][CH2:14][CH2:15][CH2:16][CH2:17][CH2:18][CH2:19][CH2:20][CH:21]=[CH2:22]. The catalyst is C(OOC(CC)(C)C)(CC)(C)C. The product is [OH:23][CH2:12][CH2:13][CH2:14][CH2:15][CH2:16][CH2:17][CH2:18][CH2:19][CH2:20][CH2:21][CH2:22][P:4]([CH2:3][CH:2]([CH3:1])[CH2:7][C:8]([CH3:10])([CH3:9])[CH3:11])(=[O:5])[OH:6]. The yield is 1.00. (6) The reactants are C(OC([N:8]1[CH2:14][CH2:13][CH2:12][N:11]([C:15]2[C:16]([O:26][CH2:27][CH2:28][CH2:29][C:30]([O:32][CH3:33])=[O:31])=[C:17]([CH3:25])[CH:18]=[C:19]3[C:24]=2[N:23]=[CH:22][CH:21]=[CH:20]3)[CH2:10][CH2:9]1)=O)(C)(C)C.Cl. The catalyst is CO.O1CCOCC1. The product is [CH3:33][O:32][C:30](=[O:31])[CH2:29][CH2:28][CH2:27][O:26][C:16]1[C:15]([N:11]2[CH2:12][CH2:13][CH2:14][NH:8][CH2:9][CH2:10]2)=[C:24]2[C:19]([CH:20]=[CH:21][CH:22]=[N:23]2)=[CH:18][C:17]=1[CH3:25]. The yield is 0.960.